This data is from Forward reaction prediction with 1.9M reactions from USPTO patents (1976-2016). The task is: Predict the product of the given reaction. (1) Given the reactants [H-].[Na+].[CH2:3]([N:5]1[C:13]2[C:8](=[C:9]([C:14]3[NH:15][C:16]4[N:17]([N:21]=[C:22]([CH3:30])[C:23]=4[C:24]([NH:26][CH2:27][C:28]#[CH:29])=[O:25])[C:18](=[O:20])[CH:19]=3)[CH:10]=[CH:11][CH:12]=2)[CH:7]=[N:6]1)[CH3:4], predict the reaction product. The product is: [CH2:3]([N:5]1[C:13]2[C:8](=[C:9]([C:14]3[NH:15][C:16]4[N:17]([N:21]=[C:22]([CH3:30])[C:23]=4[C:24]4[O:25][C:28]([CH3:29])=[CH:27][N:26]=4)[C:18](=[O:20])[CH:19]=3)[CH:10]=[CH:11][CH:12]=2)[CH:7]=[N:6]1)[CH3:4]. (2) Given the reactants C1([CH2:5][C:6]#[C:7][C:8]2[CH:9]=[C:10]([C@@H:14]3[C@@H:18]([C:19]4[CH:24]=[CH:23][CH:22]=[C:21]([F:25])[CH:20]=4)[O:17][C:16](=[O:26])[NH:15]3)[CH:11]=[N:12][CH:13]=2)CCC1.[F:27][C:28]1([F:35])[CH2:31][N:30](CC#C)[CH2:29]1.BrC1C=C([C@@H]2[C@@H](C3C=CC=C(F)C=3)OC(=O)N2)C=NC=1, predict the reaction product. The product is: [F:27][C:28]1([F:35])[CH2:31][N:30]([CH2:5][C:6]#[C:7][C:8]2[CH:9]=[C:10]([C@@H:14]3[C@@H:18]([C:19]4[CH:24]=[CH:23][CH:22]=[C:21]([F:25])[CH:20]=4)[O:17][C:16](=[O:26])[NH:15]3)[CH:11]=[N:12][CH:13]=2)[CH2:29]1. (3) Given the reactants [CH2:1]([O:3][CH:4]([O:31][CH2:32][CH3:33])[CH2:5][O:6][C@H:7]([CH:29]=[CH2:30])[C@H:8]([C@@H:17]([O:19][CH2:20][C:21]1[CH:26]=[CH:25][C:24]([O:27][CH3:28])=[CH:23][CH:22]=1)[CH3:18])[CH2:9][C:10]1[CH:15]=[CH:14][C:13]([F:16])=[CH:12][CH:11]=1)[CH3:2].B1[CH:39]2[CH2:40][CH2:41][CH2:42][CH:35]1CC[CH2:38]2.[O-]P([O-])([O-])=O.[K+].[K+].[K+].BrC1C=CC=CC=1.C(Cl)Cl, predict the reaction product. The product is: [CH2:1]([O:3][CH:4]([O:31][CH2:32][CH3:33])[CH2:5][O:6][C@H:7]([CH2:29][CH2:30][C:38]1[CH:39]=[CH:40][CH:41]=[CH:42][CH:35]=1)[C@H:8]([C@@H:17]([O:19][CH2:20][C:21]1[CH:22]=[CH:23][C:24]([O:27][CH3:28])=[CH:25][CH:26]=1)[CH3:18])[CH2:9][C:10]1[CH:15]=[CH:14][C:13]([F:16])=[CH:12][CH:11]=1)[CH3:2]. (4) Given the reactants [CH3:1][C:2]1[CH:7]=[C:6]([C:8]2[CH:13]=[CH:12][C:11]([C:14]([F:17])([F:16])[F:15])=[CH:10][CH:9]=2)[C:5]([C:18]([OH:20])=O)=[CH:4][CH:3]=1.S(Cl)([Cl:23])=O.CN(C)C=O, predict the reaction product. The product is: [CH3:1][C:2]1[CH:7]=[C:6]([C:8]2[CH:13]=[CH:12][C:11]([C:14]([F:17])([F:16])[F:15])=[CH:10][CH:9]=2)[C:5]([C:18]([Cl:23])=[O:20])=[CH:4][CH:3]=1. (5) Given the reactants Br[C:2]1[CH:3]=[CH:4][C:5](OCCCCCCC)=[C:6]([CH:38]=1)[C:7]([NH:9][C@@H:10]([CH2:14][C:15]1[CH:20]=[CH:19][C:18]([C:21]2[CH:26]=[CH:25][CH:24]=[CH:23][C:22]=2OC2C=CC(C(F)(F)F)=CC=2)=[CH:17][CH:16]=1)[C:11]([OH:13])=[O:12])=[O:8].[F:47][C:48]([F:60])([F:59])[O:49][C:50]1[CH:55]=[CH:54][C:53](B(O)O)=[CH:52][CH:51]=1, predict the reaction product. The product is: [C:18]1([C:21]2[CH:22]=[CH:23][CH:24]=[CH:25][CH:26]=2)[CH:19]=[CH:20][C:15]([CH2:14][C@H:10]([NH:9][C:7]([C:6]2[CH:5]=[CH:4][C:3]([C:53]3[CH:52]=[CH:51][C:50]([O:49][C:48]([F:47])([F:59])[F:60])=[CH:55][CH:54]=3)=[CH:2][CH:38]=2)=[O:8])[C:11]([OH:13])=[O:12])=[CH:16][CH:17]=1.